Dataset: Full USPTO retrosynthesis dataset with 1.9M reactions from patents (1976-2016). Task: Predict the reactants needed to synthesize the given product. (1) Given the product [CH:3]1([C:6]([C@@H:8]2[C@@H:13]([CH3:14])[CH2:12][CH2:11][CH2:10][C:9]2([CH3:16])[CH3:15])=[O:7])[CH2:4][CH2:5][CH2:18][CH2:17][CH2:2]1, predict the reactants needed to synthesize it. The reactants are: S1[CH:5]=[CH:4][C:3]([C@@H:6]([C@@H:8]2[C@@H:13]([CH3:14])[CH2:12][CH2:11][CH2:10][C:9]2([CH3:16])[CH3:15])[OH:7])=[CH:2]1.[CH3:17][C:18](OI1(OC(C)=O)(OC(C)=O)OC(=O)C2C=CC=CC1=2)=O.C(=O)(O)[O-].[Na+]. (2) Given the product [Cl:1][C:2]1[CH:3]=[CH:4][C:5]([C:8]2[N:9]=[C:10]3[CH:15]=[CH:14][CH:13]=[CH:12][N:11]3[C:16]=2[CH2:17][N:18]2[CH:23]=[CH:22][C:21]([N:24]3[CH2:34][CH2:29][CH2:26][CH2:25]3)=[N:20][C:19]2=[O:27])=[CH:6][CH:7]=1, predict the reactants needed to synthesize it. The reactants are: [Cl:1][C:2]1[CH:7]=[CH:6][C:5]([C:8]2[N:9]=[C:10]3[CH:15]=[CH:14][CH:13]=[CH:12][N:11]3[C:16]=2[CH2:17][N:18]2[CH:23]=[CH:22][C:21]([NH:24][CH2:25][CH3:26])=[N:20][C:19]2=[O:27])=[CH:4][CH:3]=1.Cl[C:29]1[CH:34]=CN(CC2N3C=CC=CC3=NC=2C2C=CC(Cl)=CC=2)C(=O)N=1.N1CCCC1. (3) Given the product [F:22][C:17]1[CH:18]=[CH:19][CH:20]=[CH:21][C:16]=1[CH2:15][C:11]1([OH:14])[CH2:10][CH2:9][NH:8][CH2:13][CH2:12]1, predict the reactants needed to synthesize it. The reactants are: C([N:8]1[CH2:13][CH2:12][C:11]([CH2:15][C:16]2[CH:21]=[CH:20][CH:19]=[CH:18][C:17]=2[F:22])([OH:14])[CH2:10][CH2:9]1)C1C=CC=CC=1. (4) Given the product [Cl:21][CH2:22][CH2:23][CH2:24][CH2:25][CH:26]([C:27]1[NH:57][N:56]=[C:15]([NH:14][C:11]2[CH:12]=[CH:13][C:8]([N:6]3[CH:7]=[C:3]([Cl:2])[N:4]=[CH:5]3)=[C:9]([O:19][CH3:20])[CH:10]=2)[N:16]=1)[C:30]1[CH:35]=[CH:34][C:33]([O:36][CH:37]([CH3:39])[CH3:38])=[CH:32][CH:31]=1, predict the reactants needed to synthesize it. The reactants are: I.[Cl:2][C:3]1[N:4]=[CH:5][N:6]([C:8]2[CH:13]=[CH:12][C:11]([NH:14][C:15](SC)=[NH:16])=[CH:10][C:9]=2[O:19][CH3:20])[CH:7]=1.[Cl:21][CH2:22][CH2:23][CH2:24][CH2:25][CH:26]([C:30]1[CH:35]=[CH:34][C:33]([O:36][CH:37]([CH3:39])[CH3:38])=[CH:32][CH:31]=1)[C:27](O)=O.CN1CCOCC1.C(N(CC)C(C)C)(C)C.[NH2:56][NH2:57].